Dataset: Cav3 T-type calcium channel HTS with 100,875 compounds. Task: Binary Classification. Given a drug SMILES string, predict its activity (active/inactive) in a high-throughput screening assay against a specified biological target. (1) The drug is O(C1(C(=O)c2c(=CC1=O)cc(n(c2)c1cc(ccc1)C#N)/C=C\COC)C)C(=O)c1nc2c(nc1)cccc2. The result is 0 (inactive). (2) The molecule is Brc1cc(NC(=O)Cc2ncc(cc2Cl)C(F)(F)F)ccc1. The result is 1 (active).